Dataset: HIV replication inhibition screening data with 41,000+ compounds from the AIDS Antiviral Screen. Task: Binary Classification. Given a drug SMILES string, predict its activity (active/inactive) in a high-throughput screening assay against a specified biological target. (1) The compound is CS(=O)(=O)O.O=C1c2cccc3cc([N+](=O)[O-])cc(c23)C(=O)N1CCCN1CCN(CCCNc2ccc3ncn4c5ccccc5c(=O)c2c34)CC1. The result is 0 (inactive). (2) The drug is COc1ccc2c(c1OC)C(=O)N1C2=Cc2c(cc3c(c2OC)OCO3)CC1N(C)C. The result is 0 (inactive).